This data is from NCI-60 drug combinations with 297,098 pairs across 59 cell lines. The task is: Regression. Given two drug SMILES strings and cell line genomic features, predict the synergy score measuring deviation from expected non-interaction effect. (1) Drug 1: CC(C)(C#N)C1=CC(=CC(=C1)CN2C=NC=N2)C(C)(C)C#N. Drug 2: CC1CCCC2(C(O2)CC(NC(=O)CC(C(C(=O)C(C1O)C)(C)C)O)C(=CC3=CSC(=N3)C)C)C. Cell line: OVCAR-8. Synergy scores: CSS=43.0, Synergy_ZIP=0.997, Synergy_Bliss=-0.668, Synergy_Loewe=-15.8, Synergy_HSA=0.338. (2) Drug 1: C1=CC(=CC=C1C#N)C(C2=CC=C(C=C2)C#N)N3C=NC=N3. Drug 2: COC1=NC(=NC2=C1N=CN2C3C(C(C(O3)CO)O)O)N. Cell line: K-562. Synergy scores: CSS=-3.12, Synergy_ZIP=0.747, Synergy_Bliss=-5.09, Synergy_Loewe=-4.85, Synergy_HSA=-8.02. (3) Drug 1: C1C(C(OC1N2C=C(C(=O)NC2=O)F)CO)O. Drug 2: C1CN1C2=NC(=NC(=N2)N3CC3)N4CC4. Cell line: SNB-75. Synergy scores: CSS=25.1, Synergy_ZIP=-11.4, Synergy_Bliss=-3.10, Synergy_Loewe=-7.09, Synergy_HSA=0.324. (4) Drug 1: CC1=CC=C(C=C1)C2=CC(=NN2C3=CC=C(C=C3)S(=O)(=O)N)C(F)(F)F. Drug 2: CC12CCC3C(C1CCC2OP(=O)(O)O)CCC4=C3C=CC(=C4)OC(=O)N(CCCl)CCCl.[Na+]. Cell line: SK-OV-3. Synergy scores: CSS=-0.284, Synergy_ZIP=1.37, Synergy_Bliss=2.62, Synergy_Loewe=-1.07, Synergy_HSA=-0.500. (5) Drug 1: CC1=C2C(C(=O)C3(C(CC4C(C3C(C(C2(C)C)(CC1OC(=O)C(C(C5=CC=CC=C5)NC(=O)C6=CC=CC=C6)O)O)OC(=O)C7=CC=CC=C7)(CO4)OC(=O)C)O)C)OC(=O)C. Drug 2: CCC1=C2CN3C(=CC4=C(C3=O)COC(=O)C4(CC)O)C2=NC5=C1C=C(C=C5)O. Cell line: NCI-H226. Synergy scores: CSS=7.32, Synergy_ZIP=-3.98, Synergy_Bliss=-1.62, Synergy_Loewe=-6.49, Synergy_HSA=-0.625. (6) Drug 1: C(=O)(N)NO. Drug 2: C1CN(CCN1C(=O)CCBr)C(=O)CCBr. Cell line: UACC-257. Synergy scores: CSS=19.9, Synergy_ZIP=-4.46, Synergy_Bliss=1.49, Synergy_Loewe=-0.364, Synergy_HSA=3.06.